From a dataset of Full USPTO retrosynthesis dataset with 1.9M reactions from patents (1976-2016). Predict the reactants needed to synthesize the given product. (1) Given the product [F:33][C:2]([F:1])([F:32])[C:3]1[CH:4]=[C:5]([C:13]2([C:28]([F:29])([F:30])[F:31])[O:17][N:16]=[C:15]([C:18]3[CH:23]=[CH:22][C:21]([N:34]4[CH:38]=[N:37][NH:36][NH:35]4)=[C:20]([N+:25]([O-:27])=[O:26])[CH:19]=3)[CH2:14]2)[CH:6]=[C:7]([C:9]([F:10])([F:12])[F:11])[CH:8]=1.[F:33][C:2]([F:1])([F:32])[C:3]1[CH:4]=[C:5]([C:13]2([C:28]([F:29])([F:30])[F:31])[O:17][N:16]=[C:15]([C:18]3[CH:23]=[CH:22][C:21]([N:34]4[CH:38]=[N:37][N:36]=[N:35]4)=[C:20]([N+:25]([O-:27])=[O:26])[CH:19]=3)[CH2:14]2)[CH:6]=[C:7]([C:9]([F:10])([F:12])[F:11])[CH:8]=1, predict the reactants needed to synthesize it. The reactants are: [F:1][C:2]([F:33])([F:32])[C:3]1[CH:4]=[C:5]([C:13]2([C:28]([F:31])([F:30])[F:29])[O:17][N:16]=[C:15]([C:18]3[CH:23]=[CH:22][C:21](F)=[C:20]([N+:25]([O-:27])=[O:26])[CH:19]=3)[CH2:14]2)[CH:6]=[C:7]([C:9]([F:12])([F:11])[F:10])[CH:8]=1.[NH:34]1[CH:38]=[N:37][N:36]=[N:35]1.C(=O)([O-])[O-].[K+].[K+].O. (2) Given the product [C:1]([O:4][CH2:38][C:37](=[O:40])[CH2:36][C:29]1[C:30]2[C:35](=[CH:34][CH:33]=[CH:32][CH:31]=2)[N:27]([C:25]([O:24][CH2:17][C:18]2[CH:23]=[CH:22][CH:21]=[CH:20][CH:19]=2)=[O:26])[CH:28]=1)(=[O:3])[CH3:2], predict the reactants needed to synthesize it. The reactants are: [C:1]([O:4]CC(=O)CC1C=CC(Cl)=C(Cl)C=1)(=[O:3])[CH3:2].[CH2:17]([O:24][C:25]([N:27]1[C:35]2[C:30](=[CH:31][CH:32]=[CH:33][CH:34]=2)[C:29]([CH2:36][C:37](=[O:40])[CH2:38]Cl)=[CH:28]1)=[O:26])[C:18]1[CH:23]=[CH:22][CH:21]=[CH:20][CH:19]=1.C(O)(=O)C.C(N(CC)CC)C.